Task: Predict the reaction yield, written as a fraction of the theoretical maximum amount of product (1.0 means a 100% yield; for example, 0.34 means a 34% yield).. Dataset: Reaction yield outcomes from USPTO patents with 853,638 reactions (1) The reactants are [F:1][C:2]1[N:7]=[C:6]([C:8]2[C:16]3[C:11](=[CH:12][N:13]=[C:14]([C:17]4[CH:18]=[N:19][CH:20]=[CH:21][CH:22]=4)[CH:15]=3)[N:10](C3CCCCO3)[N:9]=2)[CH:5]=[CH:4][CH:3]=1. The catalyst is CO.Cl.O1CCOCC1. The product is [F:1][C:2]1[N:7]=[C:6]([C:8]2[C:16]3[C:11](=[CH:12][N:13]=[C:14]([C:17]4[CH:18]=[N:19][CH:20]=[CH:21][CH:22]=4)[CH:15]=3)[NH:10][N:9]=2)[CH:5]=[CH:4][CH:3]=1. The yield is 0.900. (2) The reactants are [Cl:1][C:2]1[CH:3]=[C:4]([CH:7]=[C:8]([OH:11])[C:9]=1[OH:10])[CH:5]=[O:6].[C:12]([O-])([O-])=O.[Cs+].[Cs+].O. The catalyst is CN(C=O)C. The product is [Cl:1][C:2]1[C:9]2[O:10][CH2:12][O:11][C:8]=2[CH:7]=[C:4]([CH:5]=[O:6])[CH:3]=1. The yield is 0.700. (3) The reactants are [Br:1][C:2]1[CH:10]=[CH:9][C:5]([C:6]([OH:8])=[O:7])=[CH:4][C:3]=1[OH:11].[C:12](OC(O[C:12]([CH3:15])([CH3:14])[CH3:13])N(C)C)([CH3:15])([CH3:14])[CH3:13].O.C(OCC)(=O)C. The catalyst is C1(C)C=CC=CC=1. The product is [Br:1][C:2]1[CH:10]=[CH:9][C:5]([C:6]([O:8][C:12]([CH3:15])([CH3:14])[CH3:13])=[O:7])=[CH:4][C:3]=1[OH:11]. The yield is 0.794. (4) The reactants are Cl.C(OC([NH:9][C@@:10]1([C:34]([OH:36])=[O:35])[C@H:15]([O:16][CH2:17][C:18]2[CH:23]=[CH:22][C:21]([Cl:24])=[C:20]([Cl:25])[CH:19]=2)[C@@H:14]([NH:26][C:27](=[O:30])[CH2:28][OH:29])[C@@H:13]2[C@H:11]1[C@H:12]2[C:31]([OH:33])=[O:32])=O)(C)(C)C. The catalyst is O1CCOCC1.O. The product is [ClH:24].[NH2:9][C@@:10]1([C:34]([OH:36])=[O:35])[C@H:15]([O:16][CH2:17][C:18]2[CH:23]=[CH:22][C:21]([Cl:24])=[C:20]([Cl:25])[CH:19]=2)[C@@H:14]([NH:26][C:27](=[O:30])[CH2:28][OH:29])[C@@H:13]2[C@H:11]1[C@H:12]2[C:31]([OH:33])=[O:32]. The yield is 0.650. (5) The reactants are Cl.[NH2:2][C:3]1[C:12]2[N:13]=[C:14]([CH2:37][CH2:38][O:39][CH3:40])[N:15]([CH2:16][CH2:17][CH2:18][N:19]([CH2:24][C:25]3[CH:26]=[C:27]([CH:34]=[CH:35][CH:36]=3)[O:28][CH2:29][C:30]([O:32][CH3:33])=[O:31])[C:20](=[O:23])[CH2:21]Cl)[C:11]=2[C:10]2[CH:9]=[CH:8][CH:7]=[CH:6][C:5]=2[N:4]=1.[NH:41]([CH2:44][CH3:45])[CH2:42][CH3:43]. No catalyst specified. The product is [NH2:2][C:3]1[C:12]2[N:13]=[C:14]([CH2:37][CH2:38][O:39][CH3:40])[N:15]([CH2:16][CH2:17][CH2:18][N:19]([CH2:24][C:25]3[CH:26]=[C:27]([CH:34]=[CH:35][CH:36]=3)[O:28][CH2:29][C:30]([O:32][CH3:33])=[O:31])[C:20](=[O:23])[CH2:21][N:41]([CH2:44][CH3:45])[CH2:42][CH3:43])[C:11]=2[C:10]2[CH:9]=[CH:8][CH:7]=[CH:6][C:5]=2[N:4]=1. The yield is 0.660. (6) The reactants are [F:1][C:2]1[CH:7]=[CH:6][C:5]([C:8]2[C:16]3[C:11](=[CH:12][CH:13]=[C:14]([NH:17][C:18]([C:20]4[CH:28]=[CH:27][C:23]([C:24](O)=[O:25])=[CH:22][CH:21]=4)=[O:19])[CH:15]=3)[NH:10][N:9]=2)=[CH:4][CH:3]=1.[CH3:29][NH2:30]. No catalyst specified. The product is [F:1][C:2]1[CH:3]=[CH:4][C:5]([C:8]2[C:16]3[C:11](=[CH:12][CH:13]=[C:14]([NH:17][C:18]([C:20]4[CH:21]=[CH:22][C:23]([C:24](=[O:25])[NH:30][CH3:29])=[CH:27][CH:28]=4)=[O:19])[CH:15]=3)[NH:10][N:9]=2)=[CH:6][CH:7]=1. The yield is 0.670. (7) The reactants are [CH:1]1([CH:7]([NH:19][C:20]2[CH:25]=[CH:24][C:23]([C:26]([N:28]([CH3:36])[CH2:29][CH2:30][C:31]([O:33][CH2:34][CH3:35])=[O:32])=[O:27])=[CH:22][CH:21]=2)[C:8]2[O:9][C:10]3[CH:17]=[CH:16][C:15]([OH:18])=[CH:14][C:11]=3[C:12]=2[CH3:13])[CH2:6][CH2:5][CH2:4][CH2:3][CH2:2]1.[N:37]1[CH:42]=[CH:41][CH:40]=[CH:39][C:38]=1[CH2:43]O.C(P(CCCC)CCCC)CCC.N(C(N1CCCCC1)=O)=NC(N1CCCCC1)=O. The catalyst is O1CCCC1. The product is [CH:1]1([CH:7]([NH:19][C:20]2[CH:21]=[CH:22][C:23]([C:26]([N:28]([CH3:36])[CH2:29][CH2:30][C:31]([O:33][CH2:34][CH3:35])=[O:32])=[O:27])=[CH:24][CH:25]=2)[C:8]2[O:9][C:10]3[CH:17]=[CH:16][C:15]([O:18][CH2:43][C:38]4[CH:39]=[CH:40][CH:41]=[CH:42][N:37]=4)=[CH:14][C:11]=3[C:12]=2[CH3:13])[CH2:6][CH2:5][CH2:4][CH2:3][CH2:2]1. The yield is 0.700. (8) The reactants are Cl[C:2]1[N:7]=[C:6]([C:8]2[N:12]3[CH:13]=[CH:14][CH:15]=[CH:16][C:11]3=[N:10][C:9]=2[C:17]2[CH:18]=[CH:19][C:20]([O:34][CH2:35][CH3:36])=[C:21]([CH:33]=2)[C:22]([NH:24][C:25]2[C:30]([F:31])=[CH:29][CH:28]=[CH:27][C:26]=2[F:32])=[O:23])[CH:5]=[CH:4][N:3]=1.[CH2:37]([C:39]1[C:40]([N:49]2[CH2:54][CH2:53][CH:52]([CH2:55][CH2:56][S:57]([CH3:60])(=[O:59])=[O:58])[CH2:51][CH2:50]2)=[CH:41][C:42]([O:46][CH2:47][CH3:48])=[C:43]([CH:45]=1)[NH2:44])[CH3:38].Cl.O1CCOCC1.N. The catalyst is CO. The product is [F:32][C:26]1[CH:27]=[CH:28][CH:29]=[C:30]([F:31])[C:25]=1[NH:24][C:22](=[O:23])[C:21]1[CH:33]=[C:17]([C:9]2[N:10]=[C:11]3[CH:16]=[CH:15][CH:14]=[CH:13][N:12]3[C:8]=2[C:6]2[CH:5]=[CH:4][N:3]=[C:2]([NH:44][C:43]3[CH:45]=[C:39]([CH2:37][CH3:38])[C:40]([N:49]4[CH2:50][CH2:51][CH:52]([CH2:55][CH2:56][S:57]([CH3:60])(=[O:59])=[O:58])[CH2:53][CH2:54]4)=[CH:41][C:42]=3[O:46][CH2:47][CH3:48])[N:7]=2)[CH:18]=[CH:19][C:20]=1[O:34][CH2:35][CH3:36]. The yield is 0.580. (9) The reactants are CO.Cl.C[C@@H]1O[C@@H](O[C@H]2[C@H]([O:18][C@@H:19]3[C@:39]([CH2:41][OH:42])([CH3:40])[C@H:38]4[C@@:22]([CH3:51])([C@@H:23]5[C@@:35]([CH3:43])([CH2:36][CH2:37]4)[C@@:34]4([CH3:44])[C@@H:26]([C@@H:27]6[C@@:31]([C:45]([OH:47])=[O:46])([CH2:32][CH2:33]4)[CH2:30][CH2:29][C@H:28]6[C:48]([CH3:50])=[CH2:49])[CH2:25][CH2:24]5)[CH2:21][CH2:20]3)OC[C@H](O)[C@@H]2O)[C@H](O)[C@H](O)[C@H]1O. The catalyst is O. The product is [CH3:50][C:48]([C@H:28]1[C@@H:27]2[C@@H:26]3[C@@:34]([CH3:44])([CH2:33][CH2:32][C@@:31]2([C:45]([OH:47])=[O:46])[CH2:30][CH2:29]1)[C@@:35]1([CH3:43])[C@@H:23]([C@:22]2([CH3:51])[C@@H:38]([CH2:37][CH2:36]1)[C@@:39]([CH2:41][OH:42])([CH3:40])[C@@H:19]([OH:18])[CH2:20][CH2:21]2)[CH2:24][CH2:25]3)=[CH2:49]. The yield is 0.850.